From a dataset of Full USPTO retrosynthesis dataset with 1.9M reactions from patents (1976-2016). Predict the reactants needed to synthesize the given product. (1) Given the product [OH:31][CH2:30][CH2:29][O:28]/[N:27]=[C:22](/[C:19]1[CH:20]=[CH:21][C:16]2[N:17]([C:13]([CH:11]([C:10]3[C:2]([F:1])=[C:3]4[C:7](=[CH:8][C:9]=3[F:25])[N:6]([CH3:26])[N:5]=[CH:4]4)[CH3:12])=[CH:14][N:15]=2)[N:18]=1)\[CH3:23], predict the reactants needed to synthesize it. The reactants are: [F:1][C:2]1[C:10]([CH:11]([C:13]2[N:17]3[N:18]=[C:19]([C:22](=O)[CH3:23])[CH:20]=[CH:21][C:16]3=[N:15][CH:14]=2)[CH3:12])=[C:9]([F:25])[CH:8]=[C:7]2[C:3]=1[CH:4]=[N:5][N:6]2[CH3:26].[NH2:27][O:28][CH2:29][CH2:30][OH:31]. (2) Given the product [C:1]([O:5][C:6](=[O:17])[C@H:7]([CH2:9][C:10]([O:12][C:13]([CH3:16])([CH3:15])[CH3:14])=[O:11])[NH:8][C:18]([N:20]1[CH:24]=[CH:23][N:22]=[CH:21]1)=[O:19])([CH3:3])([CH3:4])[CH3:2], predict the reactants needed to synthesize it. The reactants are: [C:1]([O:5][C:6](=[O:17])[C@H:7]([CH2:9][C:10]([O:12][C:13]([CH3:16])([CH3:15])[CH3:14])=[O:11])[NH2:8])([CH3:4])([CH3:3])[CH3:2].[C:18](N1C=CN=C1)([N:20]1[CH:24]=[CH:23][N:22]=[CH:21]1)=[O:19]. (3) Given the product [Br:1][C:2]1[N:7]=[C:6]([C:8]([NH2:19])=[O:9])[C:5]([NH:12][CH2:13][C:14]([F:17])([F:16])[F:15])=[CH:4][C:3]=1[F:18], predict the reactants needed to synthesize it. The reactants are: [Br:1][C:2]1[N:7]=[C:6]([C:8](OC)=[O:9])[C:5]([NH:12][CH2:13][C:14]([F:17])([F:16])[F:15])=[CH:4][C:3]=1[F:18].[NH3:19].